From a dataset of Full USPTO retrosynthesis dataset with 1.9M reactions from patents (1976-2016). Predict the reactants needed to synthesize the given product. (1) The reactants are: C([O:4][C@H:5]1[CH2:10][CH2:9][C@@:8]([C@H:12]2[CH2:20][CH2:19][C@@:18]3([CH3:21])[C@@H:14]([CH2:15][CH2:16][C:17]3=[CH2:22])[C@@H:13]2[CH2:23][NH2:24])([CH3:11])[C@@H:7]([CH2:25][OH:26])[CH2:6]1)(=O)C.[C:27](O[C:27]([O:29][C:30]([CH3:33])([CH3:32])[CH3:31])=[O:28])([O:29][C:30]([CH3:33])([CH3:32])[CH3:31])=[O:28].CCOC(C)=O. Given the product [OH:4][C@H:5]1[CH2:10][CH2:9][C@@:8]([C@H:12]2[CH2:20][CH2:19][C@@:18]3([CH3:21])[C@@H:14]([CH2:15][CH2:16][C:17]3=[CH2:22])[C@@H:13]2[CH2:23][NH:24][C:27](=[O:28])[O:29][C:30]([CH3:33])([CH3:32])[CH3:31])([CH3:11])[C@@H:7]([CH2:25][OH:26])[CH2:6]1, predict the reactants needed to synthesize it. (2) Given the product [C:22]([O:21][C:19]([NH:13][CH2:14][CH2:15][C:2]1[C:1](=[O:12])[C:10]2[C:5](=[CH:6][CH:7]=[CH:8][CH:9]=2)[C:4](=[O:11])[CH:3]=1)=[O:20])([CH3:25])([CH3:24])[CH3:23], predict the reactants needed to synthesize it. The reactants are: [C:1]1(=[O:12])[C:10]2[C:5](=[CH:6][CH:7]=[CH:8][CH:9]=2)[C:4](=[O:11])[CH:3]=[CH:2]1.[NH:13]([C:19]([O:21][C:22]([CH3:25])([CH3:24])[CH3:23])=[O:20])[CH2:14][CH2:15]C(O)=O.O. (3) Given the product [Cl:26][C:27]1[CH:28]=[CH:29][C:30]([O:31][P:32]([NH:46][C@@H:47]([CH2:54][C:55]2[CH:56]=[CH:57][CH:58]=[CH:59][CH:60]=2)[C:48]([O:50][CH:51]([CH3:52])[CH3:53])=[O:49])([O:10][CH2:9][C@@H:6]2[C@@H:7]([OH:8])[C@@:3]([C:1]#[CH:2])([OH:19])[C@H:4]([N:11]3[CH:16]=[CH:15][C:14](=[O:17])[NH:13][C:12]3=[O:18])[O:5]2)=[O:33])=[CH:61][CH:62]=1, predict the reactants needed to synthesize it. The reactants are: [C:1]([C@@:3]1([OH:19])[C@H:7]([OH:8])[C@@H:6]([CH2:9][OH:10])[O:5][C@H:4]1[N:11]1[CH:16]=[CH:15][C:14](=[O:17])[NH:13][C:12]1=[O:18])#[CH:2].C([Mg]Cl)(C)(C)C.[Cl:26][C:27]1[CH:62]=[CH:61][C:30]([O:31][P:32]([NH:46][C@@H:47]([CH2:54][C:55]2[CH:60]=[CH:59][CH:58]=[CH:57][CH:56]=2)[C:48]([O:50][CH:51]([CH3:53])[CH3:52])=[O:49])(OC2C(F)=C(F)C(F)=C(F)C=2F)=[O:33])=[CH:29][CH:28]=1. (4) Given the product [CH:31]1([CH2:30][O:29][C:22]2[CH:23]=[C:24]([O:27][CH3:28])[CH:25]=[CH:26][C:21]=2[C:20]2[C:15]3[NH:14][C:13]([CH3:34])=[C:12]([C:10]([NH:9][C@H:6]4[CH2:7][CH2:8][C@H:3]([NH:2][C:40](=[O:41])[C@@H:39]([OH:38])[CH3:43])[CH2:4][CH2:5]4)=[O:11])[C:16]=3[N:17]=[CH:18][N:19]=2)[CH2:32][CH2:33]1, predict the reactants needed to synthesize it. The reactants are: Cl.[NH2:2][C@H:3]1[CH2:8][CH2:7][C@H:6]([NH:9][C:10]([C:12]2[C:16]3[N:17]=[CH:18][N:19]=[C:20]([C:21]4[CH:26]=[CH:25][C:24]([O:27][CH3:28])=[CH:23][C:22]=4[O:29][CH2:30][CH:31]4[CH2:33][CH2:32]4)[C:15]=3[NH:14][C:13]=2[CH3:34])=[O:11])[CH2:5][CH2:4]1.C([O:38][C@@H:39]([CH3:43])[C:40](Cl)=[O:41])(=O)C. (5) Given the product [O:11]1[CH2:10][CH:9]1[CH2:8][N:1]1[CH2:6][CH2:5][O:4][CH2:3][CH2:2]1, predict the reactants needed to synthesize it. The reactants are: [NH:1]1[CH2:6][CH2:5][O:4][CH2:3][CH2:2]1.Cl[CH2:8][C@@H:9]1[O:11][CH2:10]1.CC(C)([O-])C.[K+].O1CCCC1. (6) Given the product [CH3:28][O:29][CH2:30][CH2:31][NH:32][C:7](=[O:9])[C:6]1[CH:10]=[CH:11][C:12]([N+:13]([O-:15])=[O:14])=[C:4]([N+:1]([O-:3])=[O:2])[CH:5]=1, predict the reactants needed to synthesize it. The reactants are: [N+:1]([C:4]1[CH:5]=[C:6]([CH:10]=[CH:11][C:12]=1[N+:13]([O-:15])=[O:14])[C:7]([OH:9])=O)([O-:3])=[O:2].P(Cl)(Cl)(Cl)(Cl)Cl.CCCCCC.[CH3:28][O:29][CH2:30][CH2:31][NH2:32]. (7) Given the product [C:7]1([N:6]2[C:2]([NH2:1])=[CH:3][CH:4]=[N:5]2)[CH:12]=[CH:11][CH:10]=[CH:9][CH:8]=1, predict the reactants needed to synthesize it. The reactants are: [NH2:1][C:2]1[N:6]([C:7]2[CH:12]=[CH:11][CH:10]=[CH:9][CH:8]=2)[N:5]=[CH:4][C:3]=1C(OCC)=O.Cl.[NH4+].[OH-]. (8) Given the product [C:1]([O:5][C@@:6]([CH3:14])([C:10]([F:13])([F:12])[F:11])[C:7]([Cl:18])=[O:8])(=[O:3])[CH3:2], predict the reactants needed to synthesize it. The reactants are: [C:1](Cl)(=[O:3])[CH3:2].[OH:5][C@@:6]([CH3:14])([C:10]([F:13])([F:12])[F:11])[C:7](O)=[O:8].C(Cl)(=O)C([Cl:18])=O. (9) Given the product [CH:1]1([C:4]2[C:5]([O:23][CH2:24][C:25]([F:26])([F:27])[F:28])=[CH:6][C:7]([C:10]([NH:12][C:13]([CH3:16])([C:17]3[N:21]=[C:20]([CH3:22])[O:19][N:18]=3)[CH:14]=[O:15])=[O:11])=[N:8][CH:9]=2)[CH2:2][CH2:3]1, predict the reactants needed to synthesize it. The reactants are: [CH:1]1([C:4]2[C:5]([O:23][CH2:24][C:25]([F:28])([F:27])[F:26])=[CH:6][C:7]([C:10]([NH:12][C:13]([C:17]3[N:21]=[C:20]([CH3:22])[O:19][N:18]=3)([CH3:16])[CH2:14][OH:15])=[O:11])=[N:8][CH:9]=2)[CH2:3][CH2:2]1.CC(OI1(OC(C)=O)(OC(C)=O)OC(=O)C2C=CC=CC1=2)=O.